Dataset: NCI-60 drug combinations with 297,098 pairs across 59 cell lines. Task: Regression. Given two drug SMILES strings and cell line genomic features, predict the synergy score measuring deviation from expected non-interaction effect. (1) Drug 1: CC12CCC3C(C1CCC2O)C(CC4=C3C=CC(=C4)O)CCCCCCCCCS(=O)CCCC(C(F)(F)F)(F)F. Drug 2: C1CCC(C(C1)N)N.C(=O)(C(=O)[O-])[O-].[Pt+4]. Cell line: HCC-2998. Synergy scores: CSS=5.89, Synergy_ZIP=-3.87, Synergy_Bliss=2.19, Synergy_Loewe=-9.65, Synergy_HSA=-1.18. (2) Drug 1: CS(=O)(=O)C1=CC(=C(C=C1)C(=O)NC2=CC(=C(C=C2)Cl)C3=CC=CC=N3)Cl. Drug 2: CCCCCOC(=O)NC1=NC(=O)N(C=C1F)C2C(C(C(O2)C)O)O. Cell line: NCIH23. Synergy scores: CSS=4.63, Synergy_ZIP=-1.29, Synergy_Bliss=1.87, Synergy_Loewe=-0.269, Synergy_HSA=0.156. (3) Drug 1: C1CC(=O)NC(=O)C1N2CC3=C(C2=O)C=CC=C3N. Drug 2: C1CCC(C(C1)N)N.C(=O)(C(=O)[O-])[O-].[Pt+4]. Cell line: UO-31. Synergy scores: CSS=-0.452, Synergy_ZIP=-3.23, Synergy_Bliss=-7.50, Synergy_Loewe=-10.4, Synergy_HSA=-7.76.